From a dataset of Reaction yield outcomes from USPTO patents with 853,638 reactions. Predict the reaction yield, written as a fraction of the theoretical maximum amount of product (1.0 means a 100% yield; for example, 0.34 means a 34% yield). (1) The reactants are [Br:1]Br.[O:3]=[C:4]([CH3:12])[CH2:5][CH2:6][C:7]([O:9][CH2:10]C)=[O:8]. The yield is 0.294. The product is [Br:1][CH2:12][C:4](=[O:3])[CH2:5][CH2:6][C:7]([O:9][CH3:10])=[O:8]. The catalyst is CO. (2) The reactants are [CH:1]#[C:2][CH2:3][CH2:4][CH2:5][CH3:6].C([Li])CCC.[Si:12]([O:19][C@@H:20]1[CH2:36][C@H:35]2[C@@:23]([CH3:49])([C@@H:24]3[C@@H:32]([CH2:33][C@@H:34]2[O:37][Si:38]([C:41]([CH3:44])([CH3:43])[CH3:42])([CH3:40])[CH3:39])[C@H:31]2[C@@:27]([CH3:48])([C@@H:28]([C:45](=[O:47])[CH3:46])[CH2:29][CH2:30]2)[CH2:26][CH2:25]3)[CH2:22][CH2:21]1)([C:15]([CH3:18])([CH3:17])[CH3:16])([CH3:14])[CH3:13].C(OCC)(=O)C. The catalyst is C1COCC1.O. The product is [Si:12]([O:19][C@@H:20]1[CH2:36][C@H:35]2[C@@:23]([CH3:49])([C@@H:24]3[C@@H:32]([CH2:33][C@@H:34]2[O:37][Si:38]([C:41]([CH3:44])([CH3:43])[CH3:42])([CH3:40])[CH3:39])[C@H:31]2[C@@:27]([CH3:48])([C@@H:28]([C@@:45]([OH:47])([C:1]#[C:2][CH2:3][CH2:4][CH2:5][CH3:6])[CH3:46])[CH2:29][CH2:30]2)[CH2:26][CH2:25]3)[CH2:22][CH2:21]1)([C:15]([CH3:18])([CH3:17])[CH3:16])([CH3:14])[CH3:13]. The yield is 0.920. (3) The reactants are [CH3:1][O:2][N:3]1[CH2:8][CH2:7][CH:6]([C:9]2[CH:14]=[CH:13][C:12]([NH2:15])=[CH:11][CH:10]=2)[CH2:5][CH2:4]1.C1C(=O)N([Br:23])C(=O)C1. The catalyst is C(Cl)Cl. The product is [Br:23][C:11]1[CH:10]=[C:9]([C:6]2[CH2:5][CH2:4][N:3]([O:2][CH3:1])[CH2:8][CH:7]=2)[CH:14]=[CH:13][C:12]=1[NH2:15]. The yield is 0.745. (4) The reactants are Br[C:2]1[CH:3]=[C:4]([C:19]([O:21][CH3:22])=[O:20])[CH:5]=[C:6]2[C:11]=1[O:10][C:9]([N:12]1[CH2:17][CH2:16][O:15][CH2:14][CH2:13]1)=[CH:8][C:7]2=[O:18].C([Sn](CCCC)(CCCC)[C:28]([O:30]CC)=[CH2:29])CCC.Cl. The catalyst is O1CCOCC1.[Pd](Cl)Cl.C1(P(C2C=CC=CC=2)C2C=CC=CC=2)C=CC=CC=1.C1(P(C2C=CC=CC=2)C2C=CC=CC=2)C=CC=CC=1. The product is [C:28]([C:2]1[CH:3]=[C:4]([C:19]([O:21][CH3:22])=[O:20])[CH:5]=[C:6]2[C:11]=1[O:10][C:9]([N:12]1[CH2:17][CH2:16][O:15][CH2:14][CH2:13]1)=[CH:8][C:7]2=[O:18])(=[O:30])[CH3:29]. The yield is 0.695.